Dataset: Forward reaction prediction with 1.9M reactions from USPTO patents (1976-2016). Task: Predict the product of the given reaction. (1) Given the reactants [C:1]([N:8]1[CH2:13][CH2:12][C:11](=[O:14])[CH2:10][CH2:9]1)([O:3][C:4]([CH3:7])([CH3:6])[CH3:5])=[O:2].C[Si]([N-][Si](C)(C)C)(C)C.[Li+].[F:25][C:26]([F:45])([F:44])[S:27](N(C1C=CC=CC=1)[S:27]([C:26]([F:45])([F:44])[F:25])(=[O:29])=[O:28])(=[O:29])=[O:28].O, predict the reaction product. The product is: [C:4]([O:3][C:1]([N:8]1[CH2:13][CH:12]=[C:11]([O:14][S:27]([C:26]([F:45])([F:44])[F:25])(=[O:29])=[O:28])[CH2:10][CH2:9]1)=[O:2])([CH3:7])([CH3:6])[CH3:5]. (2) Given the reactants [C:1]1([N:7]2[C:11]([N:12]3[CH2:16][CH:15]4[CH2:17][N:18](C(OC(C)(C)C)=O)[CH2:19][CH:14]4[CH2:13]3)=[N:10][N:9]=[N:8]2)[CH:6]=[CH:5][CH:4]=[CH:3][CH:2]=1, predict the reaction product. The product is: [C:1]1([N:7]2[C:11]([N:12]3[CH2:13][CH:14]4[CH:15]([CH2:17][NH:18][CH2:19]4)[CH2:16]3)=[N:10][N:9]=[N:8]2)[CH:2]=[CH:3][CH:4]=[CH:5][CH:6]=1. (3) Given the reactants Br[CH2:2][CH2:3][C:4](Cl)=[O:5].CN(C)C1C=CC=CC=1.[F:16][C:17]([F:26])([F:25])[C:18]1[CH:24]=[CH:23][C:21]([NH2:22])=[CH:20][CH:19]=1.[OH-].[K+], predict the reaction product. The product is: [F:16][C:17]([F:25])([F:26])[C:18]1[CH:19]=[CH:20][C:21]([N:22]2[CH2:2][CH2:3][C:4]2=[O:5])=[CH:23][CH:24]=1. (4) Given the reactants [O:1]1[CH2:6][CH2:5][O:4][C:3]2[CH:7]=[C:8]([OH:11])[CH:9]=[CH:10][C:2]1=2.C([Mg]Cl)(C)C.[Br:17][C:18]1[CH:19]=[C:20]2[C:24](=[CH:25][CH:26]=1)[N:23]([CH2:27][C:28]1[CH:33]=[CH:32][CH:31]=[CH:30][N:29]=1)[C:22](=[O:34])[C:21]2=[O:35].[Cl-].[NH4+], predict the reaction product. The product is: [Br:17][C:18]1[CH:19]=[C:20]2[C:24](=[CH:25][CH:26]=1)[N:23]([CH2:27][C:28]1[CH:33]=[CH:32][CH:31]=[CH:30][N:29]=1)[C:22](=[O:34])[C:21]2([OH:35])[C:9]1[C:8]([OH:11])=[CH:7][C:3]2[O:4][CH2:5][CH2:6][O:1][C:2]=2[CH:10]=1. (5) Given the reactants [CH3:1][C:2]1[NH:3][CH:4]=[C:5]([C:7]#[C:8][C:9]2[CH:14]=[CH:13][N:12]=[C:11]([C:15]#[N:16])[CH:10]=2)[N:6]=1.[Cl:17][C:18]1[N:23]=[CH:22][C:21](B(O)O)=[CH:20][CH:19]=1, predict the reaction product. The product is: [Cl:17][C:18]1[N:23]=[CH:22][C:21]([N:3]2[CH:4]=[C:5]([C:7]#[C:8][C:9]3[CH:14]=[CH:13][N:12]=[C:11]([C:15]#[N:16])[CH:10]=3)[N:6]=[C:2]2[CH3:1])=[CH:20][CH:19]=1. (6) The product is: [C:40]([CH:39]([NH:38][C:19](=[O:20])[CH2:18][N:16]1[CH:17]=[C:13]([NH:12][C:8]2[N:7]=[C:6]([NH:5][CH2:4][C:3]3[C:2]([F:1])=[CH:25][C:24]([F:26])=[CH:23][C:22]=3[F:27])[CH:11]=[CH:10][N:9]=2)[CH:14]=[N:15]1)[CH3:42])#[N:41]. Given the reactants [F:1][C:2]1[CH:25]=[C:24]([F:26])[CH:23]=[C:22]([F:27])[C:3]=1[CH2:4][NH:5][C:6]1[CH:11]=[CH:10][N:9]=[C:8]([NH:12][C:13]2[CH:14]=[N:15][N:16]([CH2:18][C:19](O)=[O:20])[CH:17]=2)[N:7]=1.CCN(C(C)C)C(C)C.Cl.[NH2:38][CH:39]([CH3:42])[C:40]#[N:41].CCCP(=O)=O, predict the reaction product. (7) The product is: [Br:14][C:11]1[CH:12]=[CH:13][C:8]([CH2:7][CH2:6][N:23]2[CH2:24][CH2:25][CH2:26][CH:22]2[CH3:21])=[CH:9][CH:10]=1. Given the reactants CS(O[CH2:6][CH2:7][C:8]1[CH:13]=[CH:12][C:11]([Br:14])=[CH:10][CH:9]=1)(=O)=O.C(=O)([O-])[O-].[K+].[K+].[CH3:21][CH:22]1[CH2:26][CH2:25][CH2:24][NH:23]1.O, predict the reaction product. (8) Given the reactants [CH2:1]([C:5]1[CH:10]=[CH:9][C:8]([CH:11]=[CH:12][C:13]2[CH:20]=[CH:19][C:16]([CH:17]=O)=[CH:15][CH:14]=2)=[CH:7][CH:6]=1)[CH2:2][CH2:3][CH3:4].[NH2:21][C:22]1[CH:23]=[C:24]([CH:30]=[CH:31][C:32]=1[F:33])[C:25]([O:27][CH2:28][CH3:29])=[O:26], predict the reaction product. The product is: [CH2:1]([C:5]1[CH:10]=[CH:9][C:8]([C:11]#[C:12][C:13]2[CH:20]=[CH:19][C:16]([CH2:17][NH:21][C:22]3[CH:23]=[C:24]([CH:30]=[CH:31][C:32]=3[F:33])[C:25]([O:27][CH2:28][CH3:29])=[O:26])=[CH:15][CH:14]=2)=[CH:7][CH:6]=1)[CH2:2][CH2:3][CH3:4]. (9) Given the reactants [N+:1]([C:4]1[CH:9]=[C:8]([N+:10]([O-:12])=[O:11])[CH:7]=[CH:6][C:5]=1Cl)([O-:3])=[O:2].[NH2:14][C@@H:15]([C:21]1[CH:26]=[CH:25][CH:24]=[CH:23][CH:22]=1)[CH2:16][C:17]([O:19][CH3:20])=[O:18].C(N(CC)CC)C, predict the reaction product. The product is: [N+:1]([C:4]1[CH:9]=[C:8]([N+:10]([O-:12])=[O:11])[CH:7]=[CH:6][C:5]=1[NH:14][C@@H:15]([C:21]1[CH:26]=[CH:25][CH:24]=[CH:23][CH:22]=1)[CH2:16][C:17]([O:19][CH3:20])=[O:18])([O-:3])=[O:2].